Dataset: Full USPTO retrosynthesis dataset with 1.9M reactions from patents (1976-2016). Task: Predict the reactants needed to synthesize the given product. (1) Given the product [F:13][C:4]1[CH:5]=[C:6]([CH:11]=[CH:12][C:3]=1[CH2:2][S:14][C:15]1[CH:20]=[CH:19][C:18]([OH:21])=[CH:17][CH:16]=1)[C:7]([OH:9])=[O:8].[F:13][C:4]1[CH:5]=[C:6]([CH:11]=[CH:12][C:3]=1[CH2:2][S:14][C:15]1[CH:20]=[CH:19][C:18]([OH:21])=[CH:17][CH:16]=1)[C:7]([O:9][CH3:10])=[O:8], predict the reactants needed to synthesize it. The reactants are: Br[CH2:2][C:3]1[CH:12]=[CH:11][C:6]([C:7]([O:9][CH3:10])=[O:8])=[CH:5][C:4]=1[F:13].[SH:14][C:15]1[CH:20]=[CH:19][C:18]([OH:21])=[CH:17][CH:16]=1. (2) The reactants are: [F:1][C:2]1[C:11]2[C:6](=[CH:7][CH:8]=[CH:9][CH:10]=2)[CH:5]=[CH:4][C:3]=1[F:12].[Cl-].[Al+3].[Cl-].[Cl-].[C:17](Cl)(=[O:20])[CH2:18][CH3:19].Cl. Given the product [F:12][C:3]1[C:2]([F:1])=[C:11]2[C:6]([CH:7]=[CH:8][CH:9]=[C:10]2[C:17](=[O:20])[CH2:18][CH3:19])=[CH:5][CH:4]=1, predict the reactants needed to synthesize it. (3) The reactants are: [CH3:1][C:2]1([C:7]2[O:11][C:10]([CH2:12][N:13]3[CH:17]=[CH:16][C:15]([NH2:18])=[N:14]3)=[CH:9][CH:8]=2)[O:6]CCO1.[CH3:19][O:20][C:21]1[CH:26]=[C:25]([O:27][CH3:28])[CH:24]=[CH:23][C:22]=1/[CH:29]=[CH:30]/[C:31](O)=[O:32]. Given the product [C:2]([C:7]1[O:11][C:10]([CH2:12][N:13]2[CH:17]=[CH:16][C:15]([NH:18][C:31](=[O:32])/[CH:30]=[CH:29]/[C:22]3[CH:23]=[CH:24][C:25]([O:27][CH3:28])=[CH:26][C:21]=3[O:20][CH3:19])=[N:14]2)=[CH:9][CH:8]=1)(=[O:6])[CH3:1], predict the reactants needed to synthesize it. (4) Given the product [C:34]([C:2]1[CH:3]=[C:4]([C:12]2[O:13][C:14]3[CH:20]=[C:19]([O:21][CH2:22][C@@H:23]([NH:25][C:26](=[O:28])[CH3:27])[CH3:24])[CH:18]=[CH:17][C:15]=3[N:16]=2)[CH:5]=[C:6]([F:11])[C:7]=1[O:8][CH2:9][CH3:10])(=[O:36])[CH3:35], predict the reactants needed to synthesize it. The reactants are: Br[C:2]1[CH:3]=[C:4]([C:12]2[O:13][C:14]3[CH:20]=[C:19]([O:21][CH2:22][C@@H:23]([NH:25][C:26](=[O:28])[CH3:27])[CH3:24])[CH:18]=[CH:17][C:15]=3[N:16]=2)[CH:5]=[C:6]([F:11])[C:7]=1[O:8][CH2:9][CH3:10].C([Sn](CCCC)(CCCC)[C:34]([O:36]CC)=[CH2:35])CCC.Cl.C(=O)([O-])O.[Na+]. (5) Given the product [F:1]/[C:2](/[C:15]1[CH:19]=[C:18]([CH3:20])[N:17]([CH2:21][C:22]2[CH:23]=[C:24]([C:25]([N:35]3[CH2:36][CH2:37][CH:32]([OH:31])[CH2:33][CH2:34]3)=[O:26])[CH:28]=[CH:29][CH:30]=2)[N:16]=1)=[CH:3]\[C:4]1[CH:9]=[CH:8][C:7]([O:10][C:11]([F:12])([F:14])[F:13])=[CH:6][CH:5]=1, predict the reactants needed to synthesize it. The reactants are: [F:1]/[C:2](/[C:15]1[CH:19]=[C:18]([CH3:20])[N:17]([CH2:21][C:22]2[CH:23]=[C:24]([CH:28]=[CH:29][CH:30]=2)[C:25](O)=[O:26])[N:16]=1)=[CH:3]\[C:4]1[CH:9]=[CH:8][C:7]([O:10][C:11]([F:14])([F:13])[F:12])=[CH:6][CH:5]=1.[OH:31][CH:32]1[CH2:37][CH2:36][NH:35][CH2:34][CH2:33]1.